Task: Predict the product of the given reaction.. Dataset: Forward reaction prediction with 1.9M reactions from USPTO patents (1976-2016) (1) Given the reactants [O:1]=[C:2]1[C:10]2[CH:9]=[CH:8][CH:7]=[C:6]([C:11]#[N:12])[C:5]=2[CH2:4][CH2:3]1.[BH4-].[Na+], predict the reaction product. The product is: [OH:1][CH:2]1[C:10]2[CH:9]=[CH:8][CH:7]=[C:6]([C:11]#[N:12])[C:5]=2[CH2:4][CH2:3]1. (2) Given the reactants N[C:2]1[S:3][C:4]2[CH:10]=[C:9]([O:11][C:12]([F:15])([F:14])[F:13])[CH:8]=[CH:7][C:5]=2[N:6]=1.ClC[C:18]#[N:19], predict the reaction product. The product is: [NH2:6][C:5]1[CH:7]=[CH:8][C:9]([O:11][C:12]([F:15])([F:14])[F:13])=[CH:10][C:4]=1[S:3][CH2:2][C:18]#[N:19]. (3) Given the reactants FC(F)(F)S(O[C:7]1[CH:8]=[C:9]2[C@@:20]3([CH2:24][O:23][C:22]([NH2:25])=[N:21]3)[C:19]3[C:14](=[N:15][CH:16]=[C:17]([C:26]4[CH:31]=[CH:30][C:29]([CH3:32])=[CH:28][CH:27]=4)[CH:18]=3)[O:13][C:10]2=[CH:11][CH:12]=1)(=O)=O.[F:35][C:36]1[C:41](B(O)O)=[CH:40][CH:39]=[CH:38][N:37]=1.C(=O)([O-])[O-].[K+].[K+], predict the reaction product. The product is: [F:35][C:36]1[C:41]([C:7]2[CH:8]=[C:9]3[C@@:20]4([CH2:24][O:23][C:22]([NH2:25])=[N:21]4)[C:19]4[C:14](=[N:15][CH:16]=[C:17]([C:26]5[CH:31]=[CH:30][C:29]([CH3:32])=[CH:28][CH:27]=5)[CH:18]=4)[O:13][C:10]3=[CH:11][CH:12]=2)=[CH:40][CH:39]=[CH:38][N:37]=1. (4) Given the reactants [Br:1][C:2]1[CH:7]=[CH:6][C:5]([CH:8]2[C:16]3[C:11](=[CH:12][CH:13]=[CH:14][CH:15]=3)[N:10]([CH2:17][C:18]3[O:19][C:20]([C:23]([F:26])([F:25])[F:24])=[CH:21][CH:22]=3)[C:9]2=[O:27])=[C:4]([OH:28])[CH:3]=1.[C:29]1(C(C2C=CC=CC=2)N2C3C(=CC=CC=3)C(C3C=C(C)C(OC)=CC=3O)C2=O)C=CC=CC=1, predict the reaction product. The product is: [Br:1][C:2]1[CH:7]=[CH:6][C:5]2[C:8]3([CH2:29][O:28][C:4]=2[CH:3]=1)[C:16]1[C:11](=[CH:12][CH:13]=[CH:14][CH:15]=1)[N:10]([CH2:17][C:18]1[O:19][C:20]([C:23]([F:26])([F:25])[F:24])=[CH:21][CH:22]=1)[C:9]3=[O:27]. (5) The product is: [S:29]1[C:25]2[CH:24]=[C:23]([O:22][C:19]3[CH:20]=[CH:21][C:16]([NH:15][C:13]4[C:14]5[N:6]([CH2:5][CH2:4][NH:3][C:42]([CH:41]6[CH2:45][CH2:46][CH2:47][N:40]6[C:38]([O:37][C:33]([CH3:36])([CH3:35])[CH3:34])=[O:39])=[O:43])[CH:7]=[CH:8][C:9]=5[N:10]=[CH:11][N:12]=4)=[CH:17][C:18]=3[Cl:32])[CH:31]=[CH:30][C:26]=2[CH:27]=[CH:28]1. Given the reactants Cl.Cl.[NH2:3][CH2:4][CH2:5][N:6]1[C:14]2[C:13]([NH:15][C:16]3[CH:21]=[CH:20][C:19]([O:22][C:23]4[CH:31]=[CH:30][C:26]5[CH:27]=[CH:28][S:29][C:25]=5[CH:24]=4)=[C:18]([Cl:32])[CH:17]=3)=[N:12][CH:11]=[N:10][C:9]=2[CH:8]=[CH:7]1.[C:33]([O:37][C:38]([N:40]1[CH2:47][CH2:46][CH2:45][C@H:41]1[C:42](O)=[O:43])=[O:39])([CH3:36])([CH3:35])[CH3:34].Cl.C(N=C=NCCCN(C)C)C.ON1C2C=CC=CC=2N=N1, predict the reaction product. (6) Given the reactants [CH2:1]([O:3][C:4](=[O:18])/[C:5](/[CH3:17])=[CH:6]/[C@H:7]([NH:9][C:10]([O:12][C:13]([CH3:16])([CH3:15])[CH3:14])=[O:11])[CH3:8])[CH3:2], predict the reaction product. The product is: [CH2:1]([O:3][C:4](=[O:18])[C@H:5]([CH3:17])[CH2:6][C@H:7]([NH:9][C:10]([O:12][C:13]([CH3:14])([CH3:16])[CH3:15])=[O:11])[CH3:8])[CH3:2]. (7) Given the reactants [Cl:1][C:2]1[CH:10]=[CH:9][C:8]2[NH:7][C:6]3[CH2:11][CH2:12][N:13]([CH3:15])[CH2:14][C:5]=3[C:4]=2[CH:3]=1.[OH-].[K+].[CH3:18][C:19]1[N:24]=[CH:23][C:22]([CH:25]=[CH2:26])=[CH:21][N:20]=1, predict the reaction product. The product is: [Cl:1][C:2]1[CH:10]=[CH:9][C:8]2[N:7]([CH2:26][CH2:25][C:22]3[CH:21]=[N:20][C:19]([CH3:18])=[N:24][CH:23]=3)[C:6]3[CH2:11][CH2:12][N:13]([CH3:15])[CH2:14][C:5]=3[C:4]=2[CH:3]=1. (8) Given the reactants [Cl:1][C:2]1[CH:3]=[CH:4][C:5]2[O:9][C:8](=[O:10])[N:7]([CH2:11][C:12]([O:14]C(C)(C)C)=[O:13])[C:6]=2[CH:19]=1.C(O)(C(F)(F)F)=O, predict the reaction product. The product is: [Cl:1][C:2]1[CH:3]=[CH:4][C:5]2[O:9][C:8](=[O:10])[N:7]([CH2:11][C:12]([OH:14])=[O:13])[C:6]=2[CH:19]=1. (9) Given the reactants [C:1]([O:5][C:6]([N:8]1[CH2:12][C@H:11]2[CH2:13][N:14]([C:16]3[CH:17]=[N:18][CH:19]=[C:20]([CH:24]=3)[C:21]([OH:23])=O)[CH2:15][C@H:10]2[CH2:9]1)=[O:7])([CH3:4])([CH3:3])[CH3:2].[CH3:25][O:26][C:27]1[CH:28]=[C:29]([CH:31]=[C:32]([O:34][CH3:35])[CH:33]=1)[NH2:30], predict the reaction product. The product is: [CH3:35][O:34][C:32]1[CH:31]=[C:29]([NH:30][C:21]([C:20]2[CH:24]=[C:16]([N:14]3[CH2:13][C@@H:11]4[CH2:12][N:8]([C:6]([O:5][C:1]([CH3:4])([CH3:3])[CH3:2])=[O:7])[CH2:9][C@@H:10]4[CH2:15]3)[CH:17]=[N:18][CH:19]=2)=[O:23])[CH:28]=[C:27]([O:26][CH3:25])[CH:33]=1.